The task is: Predict the reactants needed to synthesize the given product.. This data is from Full USPTO retrosynthesis dataset with 1.9M reactions from patents (1976-2016). (1) Given the product [CH3:1][C@@H:2]1[CH2:3][CH2:4][C@H:5]([O:8][C:9]2[CH:18]=[CH:17][CH:16]=[C:15]3[C:10]=2[CH:11]=[CH:12][C:13]([CH2:19][OH:20])=[CH:14]3)[CH2:6][CH2:7]1, predict the reactants needed to synthesize it. The reactants are: [CH3:1][CH:2]1[CH2:7][CH2:6][CH:5]([O:8][C:9]2[CH:18]=[CH:17][CH:16]=[C:15]3[C:10]=2[CH:11]=[CH:12][C:13]([CH:19]=[O:20])=[CH:14]3)[CH2:4][CH2:3]1.O1CCCC1.[AlH4-].[Li+]. (2) Given the product [Cl:14][C:15]1[CH:16]=[N:17][CH:18]=[C:19]([Cl:36])[C:20]=1[NH:21][C:22]1[C:31]2[C:26](=[C:27]([O:34][CH2:2][C@H:3]3[C@H:7]4[C@H:6]([O:10][C:9]([CH3:12])([CH3:11])[O:8]4)[C:5](=[O:13])[O:4]3)[C:28]([O:32][CH3:33])=[CH:29][CH:30]=2)[O:25][C:24](=[O:35])[CH:23]=1, predict the reactants needed to synthesize it. The reactants are: Br[CH2:2][C@H:3]1[C@@H:7]2[O:8][C:9]([CH3:12])([CH3:11])[O:10][C@@H:6]2[C:5](=[O:13])[O:4]1.[Cl:14][C:15]1[CH:16]=[N:17][CH:18]=[C:19]([Cl:36])[C:20]=1[NH:21][C:22]1[C:31]2[C:26](=[C:27]([OH:34])[C:28]([O:32][CH3:33])=[CH:29][CH:30]=2)[O:25][C:24](=[O:35])[CH:23]=1.